The task is: Regression/Classification. Given a drug SMILES string, predict its absorption, distribution, metabolism, or excretion properties. Task type varies by dataset: regression for continuous measurements (e.g., permeability, clearance, half-life) or binary classification for categorical outcomes (e.g., BBB penetration, CYP inhibition). Dataset: rlm.. This data is from Rat liver microsome stability data. (1) The molecule is Cn1c(=O)c(F)c(Nc2ccc(I)cc2F)c2c(=O)n(OC[C@H](O)CO)cnc21. The result is 1 (stable in rat liver microsomes). (2) The drug is CCc1ccc(NC(=O)c2[nH]c(C)c(C(C)=O)c2C)cc1S(=O)(=O)N1CCCCCC1. The result is 1 (stable in rat liver microsomes). (3) The compound is CC(=O)N1CCC2(CCCN(c3ccc(-c4ccccc4)cc3)C2)CC1. The result is 1 (stable in rat liver microsomes).